This data is from Catalyst prediction with 721,799 reactions and 888 catalyst types from USPTO. The task is: Predict which catalyst facilitates the given reaction. Reactant: [C:1]([NH:4][C:5]([CH2:16][CH2:17][C:18]1[CH:23]=[CH:22][C:21]([O:24][C:25]2[CH:30]=[CH:29][C:28]([C:31]3[N:32]=[C:33]([CH3:36])[O:34][CH:35]=3)=[CH:27][CH:26]=2)=[CH:20][CH:19]=1)([C:11](OCC)=[O:12])[C:6](OCC)=[O:7])(=[O:3])[CH3:2].OP([O-])([O-])=O.[K+].[K+].[BH4-].[Na+].[OH-].[Na+]. Product: [OH:12][CH2:11][C:5]([NH:4][C:1](=[O:3])[CH3:2])([CH2:6][OH:7])[CH2:16][CH2:17][C:18]1[CH:19]=[CH:20][C:21]([O:24][C:25]2[CH:30]=[CH:29][C:28]([C:31]3[N:32]=[C:33]([CH3:36])[O:34][CH:35]=3)=[CH:27][CH:26]=2)=[CH:22][CH:23]=1. The catalyst class is: 88.